From a dataset of Catalyst prediction with 721,799 reactions and 888 catalyst types from USPTO. Predict which catalyst facilitates the given reaction. (1) Reactant: [OH:1][CH2:2][C:3]1[CH:8]=[CH:7][C:6]([C:9]2[CH:10]=[C:11]([CH:18]=[CH:19][N:20]=2)[C:12]([N:14]([O:16][CH3:17])[CH3:15])=[O:13])=[CH:5][CH:4]=1.N1[CH:25]=[CH:24]N=C1.C[C:27]([Si:30](Cl)([CH3:32])[CH3:31])([CH3:29])C. Product: [CH3:17][O:16][N:14]([CH3:15])[C:12](=[O:13])[C:11]1[CH:18]=[CH:19][N:20]=[C:9]([C:6]2[CH:7]=[CH:8][C:3]([CH2:2][O:1][Si:30]([CH2:27][CH2:29][CH2:24][CH3:25])([CH2:32][CH2:5][CH2:6][CH3:7])[CH2:31][CH2:2][CH2:3][CH3:4])=[CH:4][CH:5]=2)[CH:10]=1. The catalyst class is: 4. (2) Reactant: [CH:1]1([N:7]2[CH:11]=[C:10](B3OC(C)(C)C(C)(C)O3)[CH:9]=[N:8]2)[CH2:6][CH2:5][CH2:4][CH:3]=[CH:2]1.C(=O)([O-])[O-].[Na+].[Na+].Br[C:28]1[CH:29]=[C:30]([NH:35][C:36]2[N:41]=[C:40]([CH:42]([F:44])[F:43])[CH:39]=[CH:38][N:37]=2)[CH:31]=[C:32]([CH3:34])[CH:33]=1. Product: [CH:1]1([N:7]2[CH:11]=[C:10]([C:28]3[CH:29]=[C:30]([NH:35][C:36]4[N:41]=[C:40]([CH:42]([F:43])[F:44])[CH:39]=[CH:38][N:37]=4)[CH:31]=[C:32]([CH3:34])[CH:33]=3)[CH:9]=[N:8]2)[CH2:6][CH2:5][CH2:4][CH:3]=[CH:2]1. The catalyst class is: 12. (3) The catalyst class is: 24. Reactant: C([O:3][C:4](=[O:24])[CH2:5][S:6][CH:7]1[C:15]2[C:10](=[CH:11][CH:12]=[CH:13][CH:14]=2)[C:9](=[O:16])[N:8]1[CH2:17][C:18]1[CH:23]=[CH:22][CH:21]=[CH:20][CH:19]=1)C.C(=O)([O-])[O-].[K+].[K+].Cl. Product: [CH2:17]([N:8]1[C:9](=[O:16])[C:10]2[C:15](=[CH:14][CH:13]=[CH:12][CH:11]=2)[CH:7]1[S:6][CH2:5][C:4]([OH:24])=[O:3])[C:18]1[CH:19]=[CH:20][CH:21]=[CH:22][CH:23]=1. (4) Reactant: [C:1]([O:5][C:6]([N:8]([CH:17]([C:21]1[CH:26]=[CH:25][C:24]([O:27][CH2:28][CH2:29][CH2:30][CH:31]2[CH2:36][CH2:35][N:34]([C:37]3[O:41][N:40]=[C:39]([CH:42]([CH3:44])[CH3:43])[N:38]=3)[CH2:33][CH2:32]2)=[CH:23][C:22]=1[F:45])[C:18]([OH:20])=O)[C:9]1[CH:14]=[CH:13][C:12]([O:15][CH3:16])=[CH:11][CH:10]=1)=[O:7])([CH3:4])([CH3:3])[CH3:2].[CH:46]1[CH:47]=CC2N(O)N=[N:52][C:50]=2[CH:51]=1.O.CCN=C=NCCCN(C)C.N1CCCC1. Product: [C:1]([O:5][C:6](=[O:7])[N:8]([CH:17]([C:21]1[CH:26]=[CH:25][C:24]([O:27][CH2:28][CH2:29][CH2:30][CH:31]2[CH2:36][CH2:35][N:34]([C:37]3[O:41][N:40]=[C:39]([CH:42]([CH3:44])[CH3:43])[N:38]=3)[CH2:33][CH2:32]2)=[CH:23][C:22]=1[F:45])[C:18](=[O:20])[N:52]1[CH2:47][CH2:46][CH2:51][CH2:50]1)[C:9]1[CH:14]=[CH:13][C:12]([O:15][CH3:16])=[CH:11][CH:10]=1)([CH3:4])([CH3:3])[CH3:2]. The catalyst class is: 3. (5) Reactant: COC1C=CC(C[N:8]2[CH2:11][C:10]3([CH2:15][CH2:14][CH2:13][N:12]3[C:16]([O:18][CH2:19][C:20]3[CH:25]=[CH:24][CH:23]=[CH:22][CH:21]=3)=[O:17])[C:9]2=[O:26])=CC=1.O=[N+]([O-])[O-].[O-][N+](=O)[O-].[O-][N+](=O)[O-].[O-][N+](=O)[O-].[O-][N+](=O)[O-].[O-][N+](=O)[O-].[Ce+4].[NH4+].[NH4+]. Product: [O:26]=[C:9]1[C:10]2([CH2:15][CH2:14][CH2:13][N:12]2[C:16]([O:18][CH2:19][C:20]2[CH:25]=[CH:24][CH:23]=[CH:22][CH:21]=2)=[O:17])[CH2:11][NH:8]1. The catalyst class is: 144. (6) Reactant: [CH2:1]([O:3][C:4](=[O:35])[CH2:5][C:6]1([NH:17][C:18]([NH:20][C:21]2[CH:26]=[CH:25][C:24]([CH2:27][CH2:28][CH2:29][CH2:30][CH2:31][CH2:32][CH2:33][CH3:34])=[CH:23][CH:22]=2)=[O:19])[CH2:9][N:8](C(OCCCC)=O)[CH2:7]1)[CH3:2].FC(F)(F)C(O)=O. Product: [CH2:27]([C:24]1[CH:23]=[CH:22][C:21]([NH:20][C:18](=[O:19])[NH:17][C:6]2([CH2:5][C:4]([O:3][CH2:1][CH3:2])=[O:35])[CH2:9][NH:8][CH2:7]2)=[CH:26][CH:25]=1)[CH2:28][CH2:29][CH2:30][CH2:31][CH2:32][CH2:33][CH3:34]. The catalyst class is: 2. (7) Product: [Cl:1][C:2]1[CH:3]=[CH:4][C:5]2[CH:15]([Cl:20])[C:10]3=[N:11][CH:12]=[CH:13][CH:14]=[C:9]3[CH2:8][CH2:7][C:6]=2[CH:17]=1. Reactant: [Cl:1][C:2]1[CH:3]=[CH:4][C:5]2[CH:15](O)[C:10]3=[N:11][CH:12]=[CH:13][CH:14]=[C:9]3[CH2:8][CH2:7][C:6]=2[CH:17]=1.S(Cl)([Cl:20])=O.CCOC(C)=O.[OH-].[Na+]. The catalyst class is: 11. (8) Reactant: Cl[C:2]1[N:7]=[CH:6][N:5]=[C:4]([NH2:8])[C:3]=1[C:9]1[N:13]=[CH:12][N:11]([CH3:14])[N:10]=1.[NH2:15][C@H:16]([C:19]1[N:28]([C:29]2[CH:34]=[CH:33][CH:32]=[CH:31][CH:30]=2)[C:27](=[O:35])[C:26]2[C:21](=[CH:22][CH:23]=[CH:24][C:25]=2[Cl:36])[N:20]=1)[CH2:17][CH3:18].CCN(C(C)C)C(C)C.C(Cl)Cl.CO. Product: [NH2:8][C:4]1[N:5]=[CH:6][N:7]=[C:2]([NH:15][C@H:16]([C:19]2[N:28]([C:29]3[CH:30]=[CH:31][CH:32]=[CH:33][CH:34]=3)[C:27](=[O:35])[C:26]3[C:21](=[CH:22][CH:23]=[CH:24][C:25]=3[Cl:36])[N:20]=2)[CH2:17][CH3:18])[C:3]=1[C:9]1[N:13]=[CH:12][N:11]([CH3:14])[N:10]=1. The catalyst class is: 114. (9) Reactant: [CH2:1]([C:3]1[C:4]([CH3:21])=[C:5]2[C:12](I)=[C:11]([C:14]([O:16][C:17]([CH3:20])([CH3:19])[CH3:18])=[O:15])[S:10][C:6]2=[N:7][C:8]=1[CH3:9])[CH3:2].C([O-])([O-])=O.[K+].[K+].[CH3:28][O:29][C:30]1[CH:35]=[CH:34][C:33](B(O)O)=[CH:32][CH:31]=1. Product: [CH2:1]([C:3]1[C:4]([CH3:21])=[C:5]2[C:12]([C:33]3[CH:34]=[CH:35][C:30]([O:29][CH3:28])=[CH:31][CH:32]=3)=[C:11]([C:14]([O:16][C:17]([CH3:20])([CH3:19])[CH3:18])=[O:15])[S:10][C:6]2=[N:7][C:8]=1[CH3:9])[CH3:2]. The catalyst class is: 108.